Dataset: Reaction yield outcomes from USPTO patents with 853,638 reactions. Task: Predict the reaction yield, written as a fraction of the theoretical maximum amount of product (1.0 means a 100% yield; for example, 0.34 means a 34% yield). The catalyst is C(#N)C. The yield is 0.631. The product is [N:8]1([CH2:11][CH2:12][CH2:13][CH2:14][N:28]2[CH2:29][CH2:30][CH:25]([C:21]3[CH:22]=[CH:23][CH:24]=[C:19]([C:18]([F:17])([F:31])[F:32])[CH:20]=3)[CH2:26][CH2:27]2)[C:7]2[CH:16]=[CH:3][CH:4]=[CH:5][C:6]=2[N:10]=[N:9]1. The reactants are C([C:3]1[CH:4]=[CH:5][C:6]2[N:10]=[N:9][N:8]([CH2:11][CH2:12][CH2:13][CH2:14]Cl)[C:7]=2[CH:16]=1)#N.[F:17][C:18]([F:32])([F:31])[C:19]1[CH:20]=[C:21]([CH:25]2[CH2:30][CH2:29][NH:28][CH2:27][CH2:26]2)[CH:22]=[CH:23][CH:24]=1.C(N(C(C)C)CC)(C)C.[I-].[K+].